This data is from Forward reaction prediction with 1.9M reactions from USPTO patents (1976-2016). The task is: Predict the product of the given reaction. (1) Given the reactants BrC1[C:3]([C@@H:10]([NH:20][C:21](=O)[CH2:22][N:23]2C3C(F)(F)CCC(F)(F)C=3C(C(F)F)=[N:24]2)CC2C=C(F)C=C(F)C=2)=[N:4]C(NC)=NC=1.[Br:40][C:41]1[C:42]([C@@H:51]([NH:61][C:62](=[O:68])[O:63][C:64]([CH3:67])([CH3:66])[CH3:65])[CH2:52][C:53]2[CH:58]=[C:57]([F:59])[CH:56]=[C:55]([F:60])[CH:54]=2)=[N:43][C:44](S(C)(=O)=O)=[N:45][CH:46]=1.N1(CCN)C=CN=N1, predict the reaction product. The product is: [N:20]1([CH2:10][CH2:3][NH:4][C:44]2[N:43]=[C:42]([C@@H:51]([NH:61][C:62](=[O:68])[O:63][C:64]([CH3:67])([CH3:66])[CH3:65])[CH2:52][C:53]3[CH:58]=[C:57]([F:59])[CH:56]=[C:55]([F:60])[CH:54]=3)[C:41]([Br:40])=[CH:46][N:45]=2)[CH:21]=[CH:22][N:23]=[N:24]1. (2) Given the reactants COC[O:4][CH2:5][CH2:6][C:7]1[C:16](C)=[C:15]2[C:10]([CH2:11][CH2:12][C:13](=[O:18])[NH:14]2)=[CH:9][C:8]=1[CH2:19][CH2:20][NH:21][C:22](=[O:28])[O:23][C:24]([CH3:27])([CH3:26])[CH3:25].Cl.[OH-].[Na+].[C:32](OC(OC(C)(C)C)=O)(OC(C)(C)C)=O, predict the reaction product. The product is: [OH:4][CH2:5][CH2:6][C:7]1[C:8]([CH2:19][CH2:20][NH:21][C:22](=[O:28])[O:23][C:24]([CH3:25])([CH3:26])[CH3:27])([CH3:32])[CH2:9][C:10]2[CH2:11][CH2:12][C:13](=[O:18])[NH:14][C:15]=2[CH:16]=1. (3) Given the reactants [Br:1][C:2]1[C:3]([O:15][CH2:16][C:17]([F:20])([F:19])[F:18])=[N:4][C:5]([C:11]([F:14])([F:13])[F:12])=[C:6]([CH:10]=1)[C:7]([OH:9])=O.CN(C(ON1N=NC2C=CC=CC1=2)=[N+](C)C)C.[B-](F)(F)(F)F.C(N(CC)C(C)C)(C)C.Cl.[NH2:53][C@H:54]1[CH2:59][CH2:58][CH2:57][CH2:56][C@H:55]1[OH:60], predict the reaction product. The product is: [Br:1][C:2]1[C:3]([O:15][CH2:16][C:17]([F:20])([F:19])[F:18])=[N:4][C:5]([C:11]([F:14])([F:13])[F:12])=[C:6]([CH:10]=1)[C:7]([NH:53][CH:54]1[CH2:59][CH2:58][CH2:57][CH2:56][CH:55]1[OH:60])=[O:9]. (4) Given the reactants C[O:2][C:3](=[O:11])[C:4]1[CH:9]=[CH:8][C:7]([NH2:10])=[CH:6][N:5]=1.[F:12][C:13]1[CH:32]=[CH:31][C:16]([O:17][C:18]2[C:19]([C:28](O)=[O:29])=[N:20][C:21]3[C:26]([N:27]=2)=[CH:25][CH:24]=[CH:23][CH:22]=3)=[C:15]([O:33][CH3:34])[CH:14]=1.CN1CCOCC1.CN(C(ON1N=NC2C=CC=NC1=2)=[N+](C)C)C.F[P-](F)(F)(F)(F)F.[OH-].[Na+], predict the reaction product. The product is: [F:12][C:13]1[CH:32]=[CH:31][C:16]([O:17][C:18]2[C:19]([C:28]([NH:10][C:7]3[CH:8]=[CH:9][C:4]([C:3]([OH:2])=[O:11])=[N:5][CH:6]=3)=[O:29])=[N:20][C:21]3[C:26]([N:27]=2)=[CH:25][CH:24]=[CH:23][CH:22]=3)=[C:15]([O:33][CH3:34])[CH:14]=1. (5) The product is: [Cl:8][C:6]1[N:5]=[CH:4][N:3]=[C:2]([NH:26][C:25]2[CH:27]=[CH:28][C:22]([S:19]([CH3:18])(=[O:20])=[O:21])=[C:23]([O:29][CH3:30])[CH:24]=2)[N:7]=1. Given the reactants Cl[C:2]1[N:7]=[C:6]([Cl:8])[N:5]=[CH:4][N:3]=1.C(N(CC)C(C)C)(C)C.[CH3:18][S:19]([C:22]1[CH:28]=[CH:27][C:25]([NH2:26])=[CH:24][C:23]=1[O:29][CH3:30])(=[O:21])=[O:20], predict the reaction product. (6) The product is: [OH:26][N:25]=[C:16]([C:13]1[S:12][C:11]([N:8]2[CH2:9][CH2:10][CH:6]([O:5][C:4]3[CH:18]=[CH:19][CH:20]=[CH:21][C:3]=3[C:2]([F:23])([F:1])[F:22])[CH2:7]2)=[N:15][CH:14]=1)[NH2:17]. Given the reactants [F:1][C:2]([F:23])([F:22])[C:3]1[CH:21]=[CH:20][CH:19]=[CH:18][C:4]=1[O:5][CH:6]1[CH2:10][CH2:9][N:8]([C:11]2[S:12][C:13]([C:16]#[N:17])=[CH:14][N:15]=2)[CH2:7]1.Cl.[NH2:25][OH:26].C(=O)([O-])[O-].[Na+].[Na+], predict the reaction product.